Dataset: Reaction yield outcomes from USPTO patents with 853,638 reactions. Task: Predict the reaction yield, written as a fraction of the theoretical maximum amount of product (1.0 means a 100% yield; for example, 0.34 means a 34% yield). (1) The reactants are [Cl:1][C:2]1[O:12][C:5]2=[C:6]([NH2:11])[N:7]=[CH:8][C:9](I)=[C:4]2[C:3]=1[Cl:13].[Si:14]([O:21][C@H:22]1[CH2:27][CH2:26][C@H:25]([N:28]2[CH:32]=[C:31](B(O)O)[CH:30]=[N:29]2)[CH2:24][CH2:23]1)([C:17]([CH3:20])([CH3:19])[CH3:18])([CH3:16])[CH3:15].C(=O)([O-])[O-].[K+].[K+]. The catalyst is O1CCOCC1.O.[Pd](Cl)Cl. The product is [Si:14]([O:21][C@H:22]1[CH2:27][CH2:26][C@H:25]([N:28]2[CH:32]=[C:31]([C:9]3[CH:8]=[N:7][C:6]([NH2:11])=[C:5]4[O:12][C:2]([Cl:1])=[C:3]([Cl:13])[C:4]=34)[CH:30]=[N:29]2)[CH2:24][CH2:23]1)([C:17]([CH3:20])([CH3:18])[CH3:19])([CH3:16])[CH3:15]. The yield is 0.510. (2) The reactants are [NH2:1][C:2]1[N:23]=[CH:22][CH:21]=[CH:20][C:3]=1[C:4]([NH:6][CH2:7][C:8]1[S:9][C:10]([O:13][C:14]2[CH:19]=[CH:18][CH:17]=[CH:16][CH:15]=2)=[CH:11][CH:12]=1)=[O:5].[C:24](#N)[CH3:25].F[B-](F)(F)F.[O:32]=[N+]=O.C(=O)(O)[O-].[Na+]. The product is [C:24]([NH:1][C:2]1[N:23]=[CH:22][CH:21]=[CH:20][C:3]=1[C:4]([NH:6][CH2:7][C:8]1[S:9][C:10]([O:13][C:14]2[CH:19]=[CH:18][CH:17]=[CH:16][CH:15]=2)=[CH:11][CH:12]=1)=[O:5])(=[O:32])[CH3:25]. The catalyst is O1CCCC1.C(OCC)(=O)C.O. The yield is 0.0230. (3) The reactants are [H-].[Na+].[CH3:3]S(I)(C)(C)=O.[CH3:9][O:10][C:11]1[CH:18]=[CH:17][CH:16]=[CH:15][C:12]=1[CH:13]=[O:14]. The catalyst is CS(C)=O. The product is [CH3:9][O:10][C:11]1[CH:18]=[CH:17][CH:16]=[CH:15][C:12]=1[CH:13]1[CH2:3][O:14]1. The yield is 0.630. (4) The reactants are [NH2:1][C:2]1[CH:3]=[C:4]([CH:7]=[CH:8][C:9]=1Cl)[C:5]#[N:6].C(O[C:14]([SH:16])=[S:15])C.[K]. The product is [SH:16][C:14]1[S:15][C:9]2[CH:8]=[CH:7][C:4]([C:5]#[N:6])=[CH:3][C:2]=2[N:1]=1. The catalyst is CN(C=O)C. The yield is 0.490. (5) The reactants are [Cl:1][C:2]1[CH:3]=[CH:4][C:5]([S:8]([NH:11][CH3:12])(=[O:10])=[O:9])=[N:6][CH:7]=1.[H-].[Na+].[CH3:15][O:16][C:17]1[CH:24]=[CH:23][C:20]([CH2:21]Cl)=[CH:19][CH:18]=1.O. The catalyst is CN(C)C=O.C(OCC)(=O)C. The product is [Cl:1][C:2]1[CH:3]=[CH:4][C:5]([S:8]([N:11]([CH2:21][C:20]2[CH:23]=[CH:24][C:17]([O:16][CH3:15])=[CH:18][CH:19]=2)[CH3:12])(=[O:10])=[O:9])=[N:6][CH:7]=1. The yield is 0.580.